Dataset: Forward reaction prediction with 1.9M reactions from USPTO patents (1976-2016). Task: Predict the product of the given reaction. Given the reactants [F:1][C:2]1[CH:38]=[C:37]([F:39])[CH:36]=[CH:35][C:3]=1[CH2:4][N:5]([CH2:18][C:19]1[CH:34]=[CH:33][C:22]([O:23][C:24]2[CH:32]=[CH:31][C:27]([C:28]([OH:30])=O)=[CH:26][CH:25]=2)=[CH:21][CH:20]=1)[C:6]1[CH:11]=[CH:10][CH:9]=[C:8]([NH:12][S:13]([CH3:16])(=O)=[O:14])[C:7]=1[CH3:17].[OH2:40].[OH:41]N1C2C=CC=CC=2N=N1.Cl.CN(C)CCCN=C=N[CH2:60][CH3:61].C([N:65]([CH2:68][CH3:69])CC)C.CN([CH:73]=[O:74])C, predict the reaction product. The product is: [F:1][C:2]1[CH:38]=[C:37]([F:39])[CH:36]=[CH:35][C:3]=1[CH2:4][N:5]([CH2:18][C:19]1[CH:34]=[CH:33][C:22]([O:23][C:24]2[CH:25]=[CH:26][C:27]([C:28]([NH:65][CH2:68][CH2:69][C:73]([O:74][CH2:60][CH3:61])=[O:41])=[O:30])=[CH:31][CH:32]=2)=[CH:21][CH:20]=1)[C:6]1[CH:11]=[CH:10][CH:9]=[C:8]([NH:12][S:13]([CH3:16])(=[O:14])=[O:40])[C:7]=1[CH3:17].